From a dataset of Catalyst prediction with 721,799 reactions and 888 catalyst types from USPTO. Predict which catalyst facilitates the given reaction. Reactant: Cl.[OH:2][C:3]1[N:4]([C:19]2[CH:20]=[C:21]3[C:25](=[CH:26][CH:27]=2)[N:24]([CH2:28][CH2:29][CH:30]2[CH2:35][CH2:34][NH:33][CH2:32][CH2:31]2)[CH:23]=[CH:22]3)[C:5]([C:8]2[CH:13]=[C:12]([CH:14]([CH3:16])[CH3:15])[C:11]([OH:17])=[CH:10][C:9]=2[OH:18])=[N:6][N:7]=1.C(=O)([O-])OC1C=CC([N+]([O-])=O)=CC=1C1C=CC2N=C3C4N(CC3=C(CC)C=2C=1)C(=O)C1COC(=O)[C@@](CC)(O)C=1C=4.C(N(CC)CC)C.O. Product: [OH:2][C:3]1[N:4]([C:19]2[CH:20]=[C:21]3[C:25](=[CH:26][CH:27]=2)[N:24]([CH2:28][CH2:29][CH:30]2[CH2:31][CH2:32][NH:33][CH2:34][CH2:35]2)[CH:23]=[CH:22]3)[C:5]([C:8]2[CH:13]=[C:12]([CH:14]([CH3:16])[CH3:15])[C:11]([OH:17])=[CH:10][C:9]=2[OH:18])=[N:6][N:7]=1. The catalyst class is: 9.